Regression. Given two drug SMILES strings and cell line genomic features, predict the synergy score measuring deviation from expected non-interaction effect. From a dataset of NCI-60 drug combinations with 297,098 pairs across 59 cell lines. (1) Drug 1: CS(=O)(=O)OCCCCOS(=O)(=O)C. Drug 2: B(C(CC(C)C)NC(=O)C(CC1=CC=CC=C1)NC(=O)C2=NC=CN=C2)(O)O. Cell line: K-562. Synergy scores: CSS=16.2, Synergy_ZIP=1.11, Synergy_Bliss=-0.164, Synergy_Loewe=-39.1, Synergy_HSA=-5.47. (2) Drug 1: C1=NC2=C(N1)C(=S)N=CN2. Drug 2: CN(C(=O)NC(C=O)C(C(C(CO)O)O)O)N=O. Cell line: SK-MEL-28. Synergy scores: CSS=2.38, Synergy_ZIP=-2.09, Synergy_Bliss=0.653, Synergy_Loewe=-7.51, Synergy_HSA=-0.807. (3) Drug 1: CCN(CC)CCNC(=O)C1=C(NC(=C1C)C=C2C3=C(C=CC(=C3)F)NC2=O)C. Drug 2: CC(C)(C#N)C1=CC(=CC(=C1)CN2C=NC=N2)C(C)(C)C#N. Cell line: SK-MEL-5. Synergy scores: CSS=7.58, Synergy_ZIP=-1.37, Synergy_Bliss=2.83, Synergy_Loewe=0.120, Synergy_HSA=0.571. (4) Drug 1: CN(C(=O)NC(C=O)C(C(C(CO)O)O)O)N=O. Drug 2: C1C(C(OC1N2C=NC(=NC2=O)N)CO)O. Cell line: A498. Synergy scores: CSS=-17.2, Synergy_ZIP=9.59, Synergy_Bliss=6.88, Synergy_Loewe=-23.2, Synergy_HSA=-20.8.